This data is from Forward reaction prediction with 1.9M reactions from USPTO patents (1976-2016). The task is: Predict the product of the given reaction. Given the reactants [Br:1][C:2]1[CH:7]=[CH:6][C:5]([NH2:8])=[C:4]([NH2:9])[CH:3]=1.[S:10](Cl)(Cl)=O.S(=O)(=O)(O)O, predict the reaction product. The product is: [Br:1][C:2]1[CH:7]=[CH:6][C:5]2=[N:8][S:10][N:9]=[C:4]2[CH:3]=1.